Dataset: NCI-60 drug combinations with 297,098 pairs across 59 cell lines. Task: Regression. Given two drug SMILES strings and cell line genomic features, predict the synergy score measuring deviation from expected non-interaction effect. (1) Drug 1: COC1=C2C(=CC3=C1OC=C3)C=CC(=O)O2. Drug 2: CC1CCCC2(C(O2)CC(NC(=O)CC(C(C(=O)C(C1O)C)(C)C)O)C(=CC3=CSC(=N3)C)C)C. Cell line: SNB-19. Synergy scores: CSS=26.6, Synergy_ZIP=1.53, Synergy_Bliss=-1.59, Synergy_Loewe=-32.6, Synergy_HSA=-2.52. (2) Drug 1: C1CC(C1)(C(=O)O)C(=O)O.[NH2-].[NH2-].[Pt+2]. Drug 2: COCCOC1=C(C=C2C(=C1)C(=NC=N2)NC3=CC=CC(=C3)C#C)OCCOC.Cl. Cell line: SK-MEL-5. Synergy scores: CSS=17.4, Synergy_ZIP=-3.19, Synergy_Bliss=2.77, Synergy_Loewe=5.19, Synergy_HSA=3.89. (3) Drug 1: CC1C(C(=O)NC(C(=O)N2CCCC2C(=O)N(CC(=O)N(C(C(=O)O1)C(C)C)C)C)C(C)C)NC(=O)C3=C4C(=C(C=C3)C)OC5=C(C(=O)C(=C(C5=N4)C(=O)NC6C(OC(=O)C(N(C(=O)CN(C(=O)C7CCCN7C(=O)C(NC6=O)C(C)C)C)C)C(C)C)C)N)C. Drug 2: CS(=O)(=O)CCNCC1=CC=C(O1)C2=CC3=C(C=C2)N=CN=C3NC4=CC(=C(C=C4)OCC5=CC(=CC=C5)F)Cl. Cell line: HCT-15. Synergy scores: CSS=23.3, Synergy_ZIP=6.06, Synergy_Bliss=5.77, Synergy_Loewe=0.553, Synergy_HSA=0.744. (4) Drug 1: CN(C)N=NC1=C(NC=N1)C(=O)N. Drug 2: CN(C(=O)NC(C=O)C(C(C(CO)O)O)O)N=O. Cell line: DU-145. Synergy scores: CSS=2.59, Synergy_ZIP=-1.12, Synergy_Bliss=-3.25, Synergy_Loewe=-4.97, Synergy_HSA=-5.27. (5) Drug 1: COC1=C2C(=CC3=C1OC=C3)C=CC(=O)O2. Drug 2: CCC1(C2=C(COC1=O)C(=O)N3CC4=CC5=C(C=CC(=C5CN(C)C)O)N=C4C3=C2)O.Cl. Cell line: OVCAR-5. Synergy scores: CSS=-0.562, Synergy_ZIP=-5.00, Synergy_Bliss=-10.7, Synergy_Loewe=-27.3, Synergy_HSA=-12.3. (6) Drug 1: C1=CN(C=N1)CC(O)(P(=O)(O)O)P(=O)(O)O. Drug 2: C(CCl)NC(=O)N(CCCl)N=O. Cell line: MALME-3M. Synergy scores: CSS=3.09, Synergy_ZIP=2.30, Synergy_Bliss=-2.07, Synergy_Loewe=-3.18, Synergy_HSA=-1.57. (7) Drug 1: CN1CCC(CC1)COC2=C(C=C3C(=C2)N=CN=C3NC4=C(C=C(C=C4)Br)F)OC. Drug 2: CC(CN1CC(=O)NC(=O)C1)N2CC(=O)NC(=O)C2. Cell line: HCC-2998. Synergy scores: CSS=20.0, Synergy_ZIP=5.96, Synergy_Bliss=7.67, Synergy_Loewe=4.22, Synergy_HSA=7.43. (8) Drug 1: CS(=O)(=O)C1=CC(=C(C=C1)C(=O)NC2=CC(=C(C=C2)Cl)C3=CC=CC=N3)Cl. Drug 2: N.N.Cl[Pt+2]Cl. Synergy scores: CSS=19.1, Synergy_ZIP=6.75, Synergy_Bliss=0.729, Synergy_Loewe=-6.84, Synergy_HSA=0.867. Cell line: K-562. (9) Drug 1: C1=CN(C(=O)N=C1N)C2C(C(C(O2)CO)O)O.Cl. Drug 2: COC1=C2C(=CC3=C1OC=C3)C=CC(=O)O2. Cell line: IGROV1. Synergy scores: CSS=6.34, Synergy_ZIP=-3.31, Synergy_Bliss=0.313, Synergy_Loewe=-7.98, Synergy_HSA=0.244. (10) Drug 1: C1CN1C2=NC(=NC(=N2)N3CC3)N4CC4. Drug 2: COC1=CC(=CC(=C1O)OC)C2C3C(COC3=O)C(C4=CC5=C(C=C24)OCO5)OC6C(C(C7C(O6)COC(O7)C8=CC=CS8)O)O. Cell line: 786-0. Synergy scores: CSS=66.5, Synergy_ZIP=-4.52, Synergy_Bliss=-1.99, Synergy_Loewe=-3.33, Synergy_HSA=1.74.